From a dataset of Catalyst prediction with 721,799 reactions and 888 catalyst types from USPTO. Predict which catalyst facilitates the given reaction. The catalyst class is: 5. Reactant: C[O:2][C:3](=[O:22])[CH2:4][N:5]1[C:10]2[CH:11]=[CH:12][CH:13]=[C:14]([CH:15]([CH3:17])[CH3:16])[C:9]=2[O:8][CH:7]([CH:18]([CH3:20])[CH3:19])[C:6]1=[O:21].[OH-].[Na+]. Product: [CH:18]([CH:7]1[C:6](=[O:21])[N:5]([CH2:4][C:3]([OH:22])=[O:2])[C:10]2[CH:11]=[CH:12][CH:13]=[C:14]([CH:15]([CH3:17])[CH3:16])[C:9]=2[O:8]1)([CH3:20])[CH3:19].